This data is from Catalyst prediction with 721,799 reactions and 888 catalyst types from USPTO. The task is: Predict which catalyst facilitates the given reaction. Reactant: [CH:1]([C:3]1[CH:4]=[CH:5][C:6]2[C:7]3[CH2:16][CH2:15][CH2:14][C:8]=3[C:9](=[O:13])[NH:10][C:11]=2[CH:12]=1)=[CH2:2].C1C=C(Cl)C=C(C(OO)=[O:25])C=1. Product: [O:25]1[CH2:2][CH:1]1[C:3]1[CH:4]=[CH:5][C:6]2[C:7]3[CH2:16][CH2:15][CH2:14][C:8]=3[C:9](=[O:13])[NH:10][C:11]=2[CH:12]=1. The catalyst class is: 22.